This data is from Catalyst prediction with 721,799 reactions and 888 catalyst types from USPTO. The task is: Predict which catalyst facilitates the given reaction. Reactant: [Br:1][C:2]1[CH:3]=[N+:4]([O-:8])[CH:5]=[CH:6][CH:7]=1.[N+:9]([O-])([OH:11])=[O:10]. Product: [Br:1][C:2]1[CH:3]=[N+:4]([O-:8])[CH:5]=[CH:6][C:7]=1[N+:9]([O-:11])=[O:10]. The catalyst class is: 65.